From a dataset of Catalyst prediction with 721,799 reactions and 888 catalyst types from USPTO. Predict which catalyst facilitates the given reaction. (1) Reactant: C([O:8][C:9]1[CH:10]=[C:11]([CH:21]=[C:22]([O:24][C@@H:25]([CH3:38])[CH2:26][O:27][Si:28]([CH:35]([CH3:37])[CH3:36])([CH:32]([CH3:34])[CH3:33])[CH:29]([CH3:31])[CH3:30])[CH:23]=1)[C:12]([NH:14][C:15]1[CH:19]=[CH:18][N:17]([CH3:20])[N:16]=1)=[O:13])C1C=CC=CC=1. Product: [OH:8][C:9]1[CH:10]=[C:11]([CH:21]=[C:22]([O:24][C@@H:25]([CH3:38])[CH2:26][O:27][Si:28]([CH:35]([CH3:37])[CH3:36])([CH:29]([CH3:31])[CH3:30])[CH:32]([CH3:33])[CH3:34])[CH:23]=1)[C:12]([NH:14][C:15]1[CH:19]=[CH:18][N:17]([CH3:20])[N:16]=1)=[O:13]. The catalyst class is: 354. (2) Reactant: [ClH:1].[F:2][C:3]1[CH:4]=[N:5][C:6]([N:9]2[CH2:17][C@@H:16]3[C@@:11]([C:19]4[CH:24]=[CH:23][CH:22]=[CH:21][CH:20]=4)([N:12]=[C:13]([NH2:18])[S:14][CH2:15]3)[CH2:10]2)=[N:7][CH:8]=1. Product: [ClH:1].[F:2][C:3]1[CH:8]=[N:7][C:6]([N:9]2[CH2:17][C@@H:16]3[C@@:11]([C:19]4[CH:24]=[CH:23][CH:22]=[CH:21][CH:20]=4)([N:12]=[C:13]([NH2:18])[S:14][CH2:15]3)[CH2:10]2)=[N:5][CH:4]=1. The catalyst class is: 13. (3) Reactant: [CH3:1][NH:2][CH:3]([CH2:5]/[CH:6]=[CH:7]/[C:8]1[CH:9]=[N:10][CH:11]=[CH:12][CH:13]=1)[CH3:4].[Na].C(C1C=CC=CC=1)(=O)C1C=CC=CC=1.[C:29](O[C:29]([O:31][C:32]([CH3:35])([CH3:34])[CH3:33])=[O:30])([O:31][C:32]([CH3:35])([CH3:34])[CH3:33])=[O:30]. Product: [CH3:1][N:2]([C:29]([O:31][C:32]([CH3:35])([CH3:34])[CH3:33])=[O:30])[CH:3]([CH2:5]/[CH:6]=[CH:7]/[C:8]1[CH:9]=[N:10][CH:11]=[CH:12][CH:13]=1)[CH3:4]. The catalyst class is: 1. (4) Reactant: [CH3:1][O:2][C:3]1[N:8]=[N:7][C:6]([CH2:9][OH:10])=[CH:5][CH:4]=1. Product: [CH3:1][O:2][C:3]1[N:8]=[N:7][C:6]([CH:9]=[O:10])=[CH:5][CH:4]=1. The catalyst class is: 4. (5) The catalyst class is: 5. Product: [Br:1][C:2]1[O:6][C:5]([CH2:7][O:14][CH3:13])=[C:4]([C:9]([O:11][CH3:12])=[O:10])[CH:3]=1. Reactant: [Br:1][C:2]1[O:6][C:5]([CH2:7]Br)=[C:4]([C:9]([O:11][CH3:12])=[O:10])[CH:3]=1.[CH3:13][O-:14].[Na+].O.Cl. (6) Reactant: C([O:3][C:4](=[O:25])[CH2:5][NH:6][C:7]1[CH:12]=[CH:11][C:10]([C:13](=[NH:24])[NH:14][C:15]([O:17][CH2:18][CH2:19][CH2:20][CH2:21][CH2:22][CH3:23])=[O:16])=[CH:9][CH:8]=1)C.C(O)C.O.[OH-].[Li+].Cl. Product: [CH2:18]([O:17][C:15]([NH:14][C:13]([C:10]1[CH:9]=[CH:8][C:7]([NH:6][CH2:5][C:4]([OH:25])=[O:3])=[CH:12][CH:11]=1)=[NH:24])=[O:16])[CH2:19][CH2:20][CH2:21][CH2:22][CH3:23]. The catalyst class is: 6. (7) Reactant: [Cl:1][C:2]1[CH:7]=[CH:6][C:5]([C:8]2([C:13]3[CH:18]=[CH:17][C:16]([N+:19]([O-])=[O:20])=[CH:15][CH:14]=3)[O:12][CH2:11][CH2:10][O:9]2)=[CH:4][CH:3]=1.[C:22]1([CH2:28]C#N)[CH:27]=[CH:26][CH:25]=[CH:24][CH:23]=1.[OH-].[Na+]. Product: [Cl:1][C:2]1[CH:3]=[CH:4][C:5]([C:8]2([C:13]3[CH:18]=[CH:17][C:16]4[C:15]([CH:14]=3)=[C:28]([C:22]3[CH:27]=[CH:26][CH:25]=[CH:24][CH:23]=3)[O:20][N:19]=4)[O:9][CH2:10][CH2:11][O:12]2)=[CH:6][CH:7]=1. The catalyst class is: 24. (8) Reactant: [CH3:1][O:2][C:3]1[CH:22]=[CH:21][C:6]([CH2:7][N:8]2[CH:12]=[C:11]([C:13](=[O:16])[CH:14]=[CH2:15])[C:10]([C:17]([OH:20])([CH3:19])[CH3:18])=[N:9]2)=[CH:5][CH:4]=1.B(F)(F)F.CCOCC. Product: [CH3:1][O:2][C:3]1[CH:22]=[CH:21][C:6]([CH2:7][N:8]2[CH:12]=[C:11]3[C:13](=[O:16])[CH2:14][CH2:15][O:20][C:17]([CH3:18])([CH3:19])[C:10]3=[N:9]2)=[CH:5][CH:4]=1. The catalyst class is: 2.